This data is from Forward reaction prediction with 1.9M reactions from USPTO patents (1976-2016). The task is: Predict the product of the given reaction. Given the reactants [CH3:1][S:2]([C:5]1[CH:6]=[CH:7][C:8]([O:11][CH2:12][CH2:13][C@H:14]2[CH2:16][C@@H:15]2[CH:17]2[CH2:22][CH2:21][N:20](C(OCC3C=CC=CC=3)=O)[CH2:19][CH2:18]2)=[N:9][CH:10]=1)(=[O:4])=[O:3].[H][H], predict the reaction product. The product is: [CH3:1][S:2]([C:5]1[CH:6]=[CH:7][C:8]([O:11][CH2:12][CH2:13][C@H:14]2[CH2:16][C@@H:15]2[CH:17]2[CH2:22][CH2:21][NH:20][CH2:19][CH2:18]2)=[N:9][CH:10]=1)(=[O:3])=[O:4].